This data is from Forward reaction prediction with 1.9M reactions from USPTO patents (1976-2016). The task is: Predict the product of the given reaction. (1) Given the reactants [S:1]1[C:8]2[CH:7]=[C:6]([C:9]([OH:11])=O)[NH:5][C:4]=2[CH:3]=[CH:2]1.P(Cl)(Cl)(Cl)(Cl)[Cl:13], predict the reaction product. The product is: [S:1]1[C:8]2[CH:7]=[C:6]([C:9]([Cl:13])=[O:11])[NH:5][C:4]=2[CH:3]=[CH:2]1. (2) Given the reactants [CH:1]([N:4]1[CH2:9][CH2:8][N:7]([C:10]([C:12]2[CH:19]=[CH:18][C:15]([CH:16]=O)=[CH:14][CH:13]=2)=[O:11])[CH2:6][CH2:5]1)([CH3:3])[CH3:2].[NH:20]1[CH2:25][CH2:24][O:23][CH2:22][CH2:21]1, predict the reaction product. The product is: [CH:1]([N:4]1[CH2:9][CH2:8][N:7]([C:10]([C:12]2[CH:19]=[CH:18][C:15]([CH2:16][N:20]3[CH2:25][CH2:24][O:23][CH2:22][CH2:21]3)=[CH:14][CH:13]=2)=[O:11])[CH2:6][CH2:5]1)([CH3:3])[CH3:2]. (3) The product is: [Br:23][C:20]1[CH:19]=[CH:18][C:17]([C:15]2[C:14]([CH3:13])=[C:5]([C:6]([OH:11])=[O:24])[C:4]3[C:8](=[CH:9][CH:10]=[C:2]([F:1])[CH:3]=3)[N:7]=2)=[CH:22][CH:21]=1. Given the reactants [F:1][C:2]1[CH:3]=[C:4]2[C:8](=[CH:9][CH:10]=1)[NH:7][C:6](=[O:11])[C:5]2=O.[CH3:13][CH2:14][C:15]([C:17]1[CH:22]=[CH:21][C:20]([Br:23])=[CH:19][CH:18]=1)=O.[OH-:24].[K+].O, predict the reaction product. (4) Given the reactants [CH3:1][N:2]1[CH2:7][CH2:6][NH:5][CH2:4][CH2:3]1.[Cl:8][C:9]1[C:16](Cl)=[CH:15][C:12]([NH:13][CH3:14])=[C:11]([N+:18]([O-:20])=[O:19])[CH:10]=1.C(=O)([O-])[O-].[K+].[K+], predict the reaction product. The product is: [Cl:8][C:9]1[C:16]([N:5]2[CH2:6][CH2:7][N:2]([CH3:1])[CH2:3][CH2:4]2)=[CH:15][C:12]([NH:13][CH3:14])=[C:11]([N+:18]([O-:20])=[O:19])[CH:10]=1. (5) Given the reactants Br[C:2]1[C:3]([CH3:23])=[C:4]([C:7]2[N:11]3[N:12]=[C:13]([CH3:21])[CH:14]=[C:15]([CH:16]([CH2:19][CH3:20])[CH2:17][CH3:18])[C:10]3=[N:9][C:8]=2[CH3:22])[S:5][CH:6]=1.[Br-].[S:25]1[CH:29]=[CH:28][N:27]=[C:26]1[Zn+], predict the reaction product. The product is: [CH2:17]([CH:16]([C:15]1[C:10]2[N:11]([C:7]([C:4]3[S:5][CH:6]=[C:2]([C:26]4[S:25][CH:29]=[CH:28][N:27]=4)[C:3]=3[CH3:23])=[C:8]([CH3:22])[N:9]=2)[N:12]=[C:13]([CH3:21])[CH:14]=1)[CH2:19][CH3:20])[CH3:18]. (6) The product is: [Br:7][C:8]1[CH:9]=[C:10]2[C:14](=[CH:15][CH:16]=1)[N:13]([CH:22]1[CH2:27][CH2:26][N:25]([C:28]([O:30][C:31]([CH3:34])([CH3:33])[CH3:32])=[O:29])[CH2:24][CH2:23]1)[N:12]=[CH:11]2. Given the reactants CC(C)([O-])C.[K+].[Br:7][C:8]1[CH:9]=[C:10]2[C:14](=[CH:15][CH:16]=1)[NH:13][N:12]=[CH:11]2.CS(O[CH:22]1[CH2:27][CH2:26][N:25]([C:28]([O:30][C:31]([CH3:34])([CH3:33])[CH3:32])=[O:29])[CH2:24][CH2:23]1)(=O)=O, predict the reaction product. (7) The product is: [O:15]=[C:13]1[C:12]2[CH:16]=[CH:17][CH:18]=[CH:19][C:11]=2[S:10][C:9]([C:7]2[N:8]=[C:3]([CH2:2][S:28]([O:32][CH3:36])(=[O:30])=[O:29])[CH:4]=[CH:5][CH:6]=2)=[N:14]1. Given the reactants O[CH2:2][C:3]1[N:8]=[C:7]([C:9]2[S:10][C:11]3[CH:19]=[CH:18][CH:17]=[CH:16][C:12]=3[C:13](=[O:15])[N:14]=2)[CH:6]=[CH:5][CH:4]=1.C(N(CC)CC)C.C[S:28](Cl)(=[O:30])=[O:29].[O:32]1[CH2:36]CCC1, predict the reaction product. (8) Given the reactants [H-].[Na+].[CH3:3][C:4]1([CH3:11])[CH2:9][CH2:8][C:7](=O)[CH2:6][CH2:5]1.[CH3:12]S(C)=O, predict the reaction product. The product is: [CH3:3][C:4]1([CH3:11])[CH2:9][CH2:8][C:7](=[CH2:12])[CH2:6][CH2:5]1. (9) Given the reactants [H-].[H-].[H-].[H-].[Li+].[Al+3].[CH2:7]([C:9]1[CH:14]=[CH:13][C:12]([C:15]2[C:19]([CH2:20][O:21][C:22]3[C:27]([F:28])=[CH:26][C:25]([CH2:29][CH2:30][C:31](OCC)=[O:32])=[C:24]([F:36])[C:23]=3[F:37])=[C:18]([C:38]([F:41])([F:40])[F:39])[S:17][N:16]=2)=[CH:11][CH:10]=1)[CH3:8], predict the reaction product. The product is: [CH2:7]([C:9]1[CH:14]=[CH:13][C:12]([C:15]2[C:19]([CH2:20][O:21][C:22]3[C:27]([F:28])=[CH:26][C:25]([CH2:29][CH2:30][CH2:31][OH:32])=[C:24]([F:36])[C:23]=3[F:37])=[C:18]([C:38]([F:39])([F:40])[F:41])[S:17][N:16]=2)=[CH:11][CH:10]=1)[CH3:8]. (10) Given the reactants [CH3:1][O:2][CH2:3][CH2:4][CH2:5][CH2:6]O.C(N(CC)CC)C.Cl[C:16]([O:18][C:19]1[CH:24]=[CH:23][C:22]([N+:25]([O-:27])=[O:26])=[CH:21][CH:20]=1)=[O:17].[OH2:28], predict the reaction product. The product is: [C:16](=[O:28])([O:18][C:19]1[CH:24]=[CH:23][C:22]([N+:25]([O-:27])=[O:26])=[CH:21][CH:20]=1)[O:17][CH2:6][CH2:5][CH2:4][CH2:3][O:2][CH3:1].